This data is from Full USPTO retrosynthesis dataset with 1.9M reactions from patents (1976-2016). The task is: Predict the reactants needed to synthesize the given product. Given the product [CH:1]1([CH2:4][O:5][C:6]2[CH:11]=[C:10]([F:12])[CH:9]=[CH:8][C:7]=2[C:13]2[C:14]3[N:21]([CH2:22][O:23][CH2:24][CH2:25][Si:26]([CH3:28])([CH3:27])[CH3:29])[C:20]([CH3:30])=[C:19]([C:31]([NH:34][C@@H:35]4[CH2:40][CH2:39][C@H:38]([NH:41][C:42](=[O:48])[O:43][C:44]([CH3:46])([CH3:45])[CH3:47])[CH2:37][CH2:36]4)=[O:33])[C:15]=3[N:16]=[CH:17][N:18]=2)[CH2:2][CH2:3]1, predict the reactants needed to synthesize it. The reactants are: [CH:1]1([CH2:4][O:5][C:6]2[CH:11]=[C:10]([F:12])[CH:9]=[CH:8][C:7]=2[C:13]2[C:14]3[N:21]([CH2:22][O:23][CH2:24][CH2:25][Si:26]([CH3:29])([CH3:28])[CH3:27])[C:20]([CH3:30])=[C:19]([C:31]([OH:33])=O)[C:15]=3[N:16]=[CH:17][N:18]=2)[CH2:3][CH2:2]1.[NH2:34][C@@H:35]1[CH2:40][CH2:39][C@H:38]([NH:41][C:42](=[O:48])[O:43][C:44]([CH3:47])([CH3:46])[CH3:45])[CH2:37][CH2:36]1.